From a dataset of Reaction yield outcomes from USPTO patents with 853,638 reactions. Predict the reaction yield, written as a fraction of the theoretical maximum amount of product (1.0 means a 100% yield; for example, 0.34 means a 34% yield). (1) The reactants are [Cl:1][C:2]1[C:3]([O:12][C:13]2[CH:18]=[C:17]([OH:19])[CH:16]=[CH:15][C:14]=2/[CH:20]=[CH:21]/[C:22]([O:24][CH2:25][CH3:26])=[O:23])=[N:4][CH:5]=[C:6]([C:8]([F:11])([F:10])[F:9])[CH:7]=1. The catalyst is [Pt](=O)=O.C(O)C.O1CCCC1. The product is [Cl:1][C:2]1[C:3]([O:12][C:13]2[CH:18]=[C:17]([OH:19])[CH:16]=[CH:15][C:14]=2[CH2:20][CH2:21][C:22]([O:24][CH2:25][CH3:26])=[O:23])=[N:4][CH:5]=[C:6]([C:8]([F:10])([F:9])[F:11])[CH:7]=1. The yield is 0.940. (2) The reactants are [F:1][C:2]1[CH:7]=[CH:6][CH:5]=[C:4]([F:8])[C:3]=1[C:9]1[S:10][C:11]([NH:38]C(=O)OC(C)(C)C)=[C:12]([C:14](=[O:37])[NH:15][C:16]2[CH:17]=[N:18][N:19]([CH2:35][CH3:36])[C:20]=2[N:21]2[CH2:27][CH2:26][CH2:25][CH:24]([NH:28]C(=O)C(F)(F)F)[CH2:23][CH2:22]2)[N:13]=1.C([O-])([O-])=O.[K+].[K+]. The catalyst is Cl.O1CCOCC1. The product is [NH2:38][C:11]1[S:10][C:9]([C:3]2[C:4]([F:8])=[CH:5][CH:6]=[CH:7][C:2]=2[F:1])=[N:13][C:12]=1[C:14]([NH:15][C:16]1[CH:17]=[N:18][N:19]([CH2:35][CH3:36])[C:20]=1[N:21]1[CH2:27][CH2:26][CH2:25][CH:24]([NH2:28])[CH2:23][CH2:22]1)=[O:37]. The yield is 0.990. (3) The reactants are [Br:1][C:2]1[CH:3]=[CH:4][C:5]([F:18])=[C:6]([C@@:8]2([CH3:17])[NH:13][C:12](=S)[CH2:11][S:10](=[O:16])(=[O:15])[CH2:9]2)[CH:7]=1.[NH3:19]. No catalyst specified. The product is [Br:1][C:2]1[CH:3]=[CH:4][C:5]([F:18])=[C:6]([C@:8]2([CH3:17])[CH2:9][S:10](=[O:16])(=[O:15])[CH2:11][C:12]([NH2:19])=[N:13]2)[CH:7]=1. The yield is 0.693. (4) The reactants are [N:1]1[CH:6]=[CH:5][CH:4]=[CH:3][C:2]=1/[CH:7]=[N:8]/[OH:9].[Cl:10]N1C(=O)CCC1=O.O. The catalyst is CN(C)C=O. The product is [OH:9][N:8]=[C:7]([Cl:10])[C:2]1[CH:3]=[CH:4][CH:5]=[CH:6][N:1]=1. The yield is 0.750. (5) The reactants are [ClH:1].C(OCC)C.[CH2:7]([NH:10][C:11]1[N:16]=[C:15]([NH:17][CH2:18][CH2:19][CH3:20])[N:14]=[C:13]([NH:21][O:22][CH3:23])[N:12]=1)[CH2:8][CH3:9]. The catalyst is O1CCOCC1. The product is [ClH:1].[CH2:7]([NH:10][C:11]1[N:16]=[C:15]([NH:17][CH2:18][CH2:19][CH3:20])[N:14]=[C:13]([NH:21][O:22][CH3:23])[N:12]=1)[CH2:8][CH3:9]. The yield is 1.00. (6) The yield is 0.860. The catalyst is C(OCC)C. The reactants are [CH2:1]([N:3]1[CH:7]=[C:6]([CH2:8]O)[C:5]([C:10]([F:13])([F:12])[F:11])=[N:4]1)[CH3:2].P(Br)(Br)[Br:15]. The product is [Br:15][CH2:8][C:6]1[C:5]([C:10]([F:13])([F:12])[F:11])=[N:4][N:3]([CH2:1][CH3:2])[CH:7]=1. (7) The reactants are [F:1][C:2]1[CH:7]=[C:6]([CH:8]([CH3:12])[C:9]([OH:11])=[O:10])[CH:5]=[CH:4][C:3]=1[C:13]1[CH:18]=[CH:17][C:16]([C:19]([F:22])([F:21])[F:20])=[CH:15][CH:14]=1.S(=O)(=O)(O)O.[CH3:28]O. No catalyst specified. The product is [F:1][C:2]1[C:3]([C:13]2[CH:18]=[CH:17][C:16]([C:19]([F:20])([F:21])[F:22])=[CH:15][CH:14]=2)=[CH:4][CH:5]=[C:6]([CH:8]([CH3:12])[C:9]([O:11][CH3:28])=[O:10])[CH:7]=1. The yield is 0.950. (8) The reactants are [CH2:1]([O:3][C:4](=[O:38])[C:5]1[CH:10]=[CH:9][CH:8]=[C:7]([NH:11][CH2:12][C:13]2[CH:18]=[CH:17][C:16]([O:19][CH2:20][C:21]3[N:22]([C:29]4[C:34]([Cl:35])=[CH:33][CH:32]=[CH:31][C:30]=4[Cl:36])[N:23]=[N:24][C:25]=3[CH:26]([CH3:28])[CH3:27])=[CH:15][C:14]=2[CH3:37])[CH:6]=1)[CH3:2].[H-].[Na+].I[CH3:42]. The catalyst is CN(C)C=O. The product is [CH2:1]([O:3][C:4](=[O:38])[C:5]1[CH:10]=[CH:9][CH:8]=[C:7]([N:11]([CH2:12][C:13]2[CH:18]=[CH:17][C:16]([O:19][CH2:20][C:21]3[N:22]([C:29]4[C:30]([Cl:36])=[CH:31][CH:32]=[CH:33][C:34]=4[Cl:35])[N:23]=[N:24][C:25]=3[CH:26]([CH3:27])[CH3:28])=[CH:15][C:14]=2[CH3:37])[CH3:42])[CH:6]=1)[CH3:2]. The yield is 0.120. (9) The reactants are Br[C:2]1[CH:7]=[CH:6][C:5]([C:8]2[CH:13]=[CH:12][C:11]([O:14][C:15]([F:18])([F:17])[F:16])=[CH:10][CH:9]=2)=[CH:4][N:3]=1.[CH3:19][C:20]([CH:23]=[O:24])([CH3:22])[CH3:21].[Li]CCCC. The catalyst is C1(C)C=CC=CC=1. The product is [CH3:19][C:20]([CH3:22])([CH3:21])[CH:23]([C:2]1[CH:7]=[CH:6][C:5]([C:8]2[CH:13]=[CH:12][C:11]([O:14][C:15]([F:18])([F:17])[F:16])=[CH:10][CH:9]=2)=[CH:4][N:3]=1)[OH:24]. The yield is 0.600. (10) The reactants are [C:1]12([NH:6][C:7]3[N:12]=[C:11]([S:13][CH3:14])[C:10]([C:15]([NH2:17])=[O:16])=[CH:9][N:8]=3)[CH2:5][CH:3]([CH2:4]1)[CH2:2]2.C1(C2[O:26]N2S(C2C=CC=CC=2)(=O)=O)C=CC=CC=1.C(OCC)(=O)C. The catalyst is C(Cl)(Cl)Cl. The product is [C:1]12([NH:6][C:7]3[N:12]=[C:11]([S:13]([CH3:14])=[O:26])[C:10]([C:15]([NH2:17])=[O:16])=[CH:9][N:8]=3)[CH2:2][CH:3]([CH2:4]1)[CH2:5]2. The yield is 0.910.